From a dataset of Reaction yield outcomes from USPTO patents with 853,638 reactions. Predict the reaction yield, written as a fraction of the theoretical maximum amount of product (1.0 means a 100% yield; for example, 0.34 means a 34% yield). (1) The reactants are [C:1]([N:4]1[C:13]2[C:8](=[CH:9][CH:10]=[C:11]([F:14])[CH:12]=2)[C@@H:7]([OH:15])[CH2:6][C@@H:5]1[CH3:16])(=[O:3])[CH3:2].[C:17]1(O)[CH:22]=[CH:21][CH:20]=[CH:19][CH:18]=1. No catalyst specified. The product is [C:1]([N:4]1[C:13]2[C:8](=[CH:9][CH:10]=[C:11]([F:14])[CH:12]=2)[C@H:7]([O:15][C:17]2[CH:22]=[CH:21][CH:20]=[CH:19][CH:18]=2)[CH2:6][C@@H:5]1[CH3:16])(=[O:3])[CH3:2]. The yield is 0.260. (2) The reactants are [Br:1][C:2]1[CH:3]=[C:4]([N:8]2[C:16]3[CH2:15][CH2:14][CH2:13][CH:12](O)[C:11]=3[C:10]([C:18]([O:20][CH2:21][CH3:22])=[O:19])=[N:9]2)[CH:5]=[CH:6][CH:7]=1.S(Cl)([Cl:25])=O. The catalyst is ClCCl. The product is [Br:1][C:2]1[CH:3]=[C:4]([N:8]2[C:16]3[CH2:15][CH2:14][CH2:13][CH:12]([Cl:25])[C:11]=3[C:10]([C:18]([O:20][CH2:21][CH3:22])=[O:19])=[N:9]2)[CH:5]=[CH:6][CH:7]=1. The yield is 0.890. (3) The reactants are [NH:1]1[C:9]2[C:4](=[CH:5][CH:6]=[CH:7][CH:8]=2)[C:3]([C@H:10]2[C:18]3[C:13](=[CH:14][CH:15]=[CH:16][CH:17]=3)[C:12](=O)[CH2:11]2)=[CH:2]1.[CH3:20][NH2:21].C(O[Si](OCC)(OCC)OCC)C.[H][H]. The catalyst is CO.O=[Pt]=O. The product is [NH:1]1[C:9]2[C:4](=[CH:5][CH:6]=[CH:7][CH:8]=2)[C:3]([C@H:10]2[C:18]3[C:13](=[CH:14][CH:15]=[CH:16][CH:17]=3)[C@@H:12]([NH:21][CH3:20])[CH2:11]2)=[CH:2]1. The yield is 0.660. (4) The reactants are [NH:1]1[CH2:5][CH2:4][CH2:3][CH2:2]1.[Br:6][CH:7]([CH3:11])[C:8](Cl)=[O:9].[Cl-].[NH4+]. The catalyst is ClCCl. The product is [Br:6][CH:7]([CH3:11])[C:8]([N:1]1[CH2:5][CH2:4][CH2:3][CH2:2]1)=[O:9]. The yield is 0.930.